Dataset: Forward reaction prediction with 1.9M reactions from USPTO patents (1976-2016). Task: Predict the product of the given reaction. (1) Given the reactants CC(O)=O.OS(O)(=O)=O.[CH2:10]([N:12]([CH2:26][CH2:27][CH2:28][C:29]1[CH:34]=[CH:33][CH:32]=[CH:31][CH:30]=1)[CH:13]1[CH2:18][CH2:17][CH:16]([C:19]2[CH:24]=[CH:23][C:22]([OH:25])=[CH:21][CH:20]=2)[CH2:15][CH2:14]1)[CH3:11].ClC[C:37]([NH:39]CO)=O, predict the reaction product. The product is: [NH2:39][CH2:37][C:21]1[CH:20]=[C:19]([CH:16]2[CH2:17][CH2:18][CH:13]([N:12]([CH2:10][CH3:11])[CH2:26][CH2:27][CH2:28][C:29]3[CH:34]=[CH:33][CH:32]=[CH:31][CH:30]=3)[CH2:14][CH2:15]2)[CH:24]=[CH:23][C:22]=1[OH:25]. (2) The product is: [NH2:1][C:2]1[C:10]2[C:5](=[CH:6][CH:7]=[CH:8][C:9]=2[F:11])[C:4]([C:19]2[CH:20]=[C:21]([CH3:27])[C:22](=[O:26])[N:23]([CH3:25])[CH:24]=2)([C:12]2[CH:17]=[CH:16][CH:15]=[C:14]([C:34]3[CH:33]=[N:32][CH:31]=[C:30]([O:29][CH3:28])[CH:35]=3)[CH:13]=2)[N:3]=1. Given the reactants [NH2:1][C:2]1[C:10]2[C:5](=[CH:6][CH:7]=[CH:8][C:9]=2[F:11])[C:4]([C:19]2[CH:20]=[C:21]([CH3:27])[C:22](=[O:26])[N:23]([CH3:25])[CH:24]=2)([C:12]2[CH:17]=[CH:16][CH:15]=[C:14](Br)[CH:13]=2)[N:3]=1.[CH3:28][O:29][C:30]1[CH:31]=[N:32][CH:33]=[C:34](B2OC(C)(C)C(C)(C)O2)[CH:35]=1.C(=O)([O-])[O-].[K+].[K+].CN(C=O)C, predict the reaction product.